This data is from Catalyst prediction with 721,799 reactions and 888 catalyst types from USPTO. The task is: Predict which catalyst facilitates the given reaction. (1) Reactant: C(N(CC)CC)C.Cl.[CH3:9][NH:10][CH2:11][C:12]1[CH:20]=[CH:19][CH:18]=[C:17]2[C:13]=1[CH2:14][N:15]([CH:22]1[CH2:27][CH2:26][C:25](=[O:28])[NH:24][C:23]1=[O:29])[C:16]2=[O:21].[C:30]([N:34]=[C:35]=[O:36])([CH3:33])([CH3:32])[CH3:31]. Product: [C:30]([NH:34][C:35](=[O:36])[N:10]([CH2:11][C:12]1[CH:20]=[CH:19][CH:18]=[C:17]2[C:13]=1[CH2:14][N:15]([CH:22]1[CH2:27][CH2:26][C:25](=[O:28])[NH:24][C:23]1=[O:29])[C:16]2=[O:21])[CH3:9])([CH3:33])([CH3:32])[CH3:31]. The catalyst class is: 1. (2) Reactant: [CH3:1][O:2][C:3]([C:5]1[CH:10]=[C:9]([N:11]2[CH2:16][CH2:15][CH2:14][CH2:13][CH2:12]2)[N:8]=[C:7](Cl)[N:6]=1)=[O:4].[C:18]1([C:27]2[CH:32]=[CH:31][CH:30]=[CH:29][CH:28]=2)[CH:23]=[CH:22][C:21](B(O)O)=[CH:20][CH:19]=1.C(P(C(C)(C)C)C(C)(C)C)(C)(C)C.[F-].[K+]. Product: [CH3:1][O:2][C:3]([C:5]1[CH:10]=[C:9]([N:11]2[CH2:16][CH2:15][CH2:14][CH2:13][CH2:12]2)[N:8]=[C:7]([C:30]2[CH:31]=[CH:32][C:27]([C:18]3[CH:23]=[CH:22][CH:21]=[CH:20][CH:19]=3)=[CH:28][CH:29]=2)[N:6]=1)=[O:4]. The catalyst class is: 443. (3) Reactant: [CH3:1][O:2][C:3]1[CH:8]=[CH:7][N:6]=[C:5]([NH2:9])[CH:4]=1.Cl[CH:11]([C:17]([CH3:19])=O)[C:12]([O:14][CH2:15][CH3:16])=[O:13]. Product: [CH3:1][O:2][C:3]1[CH:8]=[CH:7][N:6]2[C:11]([C:12]([O:14][CH2:15][CH3:16])=[O:13])=[C:17]([CH3:19])[N:9]=[C:5]2[CH:4]=1. The catalyst class is: 14. (4) Reactant: [C:1]1([CH:7]2[CH:16]=[CH:15][C:14]3[C:9](=[CH:10][CH:11]=[CH:12][CH:13]=3)[O:8]2)[CH:6]=[CH:5][CH:4]=[CH:3][CH:2]=1.B.C1C[O:21]CC1.[OH-].[Na+].OO. Product: [C:1]1([C@@H:7]2[C@@H:16]([OH:21])[CH2:15][C:14]3[C:9](=[CH:10][CH:11]=[CH:12][CH:13]=3)[O:8]2)[CH:2]=[CH:3][CH:4]=[CH:5][CH:6]=1. The catalyst class is: 316.